Dataset: Forward reaction prediction with 1.9M reactions from USPTO patents (1976-2016). Task: Predict the product of the given reaction. Given the reactants Cl[C:2]1[CH:3]=[C:4]([CH:9]=[CH:10][N:11]=1)[C:5]([O:7][CH3:8])=[O:6], predict the reaction product. The product is: [CH3:2][CH2:3][CH:4]([C:2]1[CH:3]=[C:4]([CH:9]=[CH:10][N:11]=1)[C:5]([O:7][CH3:8])=[O:6])[CH2:9][CH3:10].